This data is from Catalyst prediction with 721,799 reactions and 888 catalyst types from USPTO. The task is: Predict which catalyst facilitates the given reaction. Reactant: [CH2:1]([Zn]CC)C.C([Si]([O:13][C:14]1[CH:19]=[CH:18][C:17]([C:20]([CH3:22])=[CH2:21])=[CH:16][CH:15]=1)(C)C)(C)(C)C.ICI.CCCC[N+](CCCC)(CCCC)CCCC.[F-]. Product: [CH3:1][C:20]1([C:17]2[CH:16]=[CH:15][C:14]([OH:13])=[CH:19][CH:18]=2)[CH2:21][CH2:22]1. The catalyst class is: 68.